From a dataset of Rat liver microsome stability data. Regression/Classification. Given a drug SMILES string, predict its absorption, distribution, metabolism, or excretion properties. Task type varies by dataset: regression for continuous measurements (e.g., permeability, clearance, half-life) or binary classification for categorical outcomes (e.g., BBB penetration, CYP inhibition). Dataset: rlm. (1) The compound is CNCC1(c2ccc(-c3ccccc3)cc2)CCCCC1. The result is 1 (stable in rat liver microsomes). (2) The drug is CC(C)(C#Cc1ccc(NC(=O)CSc2nnnn2-c2ccc(C3CC3)cc2Cl)c(Cl)c1)NCC(=O)O. The result is 0 (unstable in rat liver microsomes).